This data is from Catalyst prediction with 721,799 reactions and 888 catalyst types from USPTO. The task is: Predict which catalyst facilitates the given reaction. Reactant: [C:1]([O:5][C:6](=[O:22])[NH:7][C:8]1[CH:13]=[C:12]([F:14])[C:11]([C:15]([F:18])([F:17])[F:16])=[CH:10][C:9]=1[N+:19]([O-])=O)([CH3:4])([CH3:3])[CH3:2]. Product: [C:1]([O:5][C:6](=[O:22])[NH:7][C:8]1[CH:13]=[C:12]([F:14])[C:11]([C:15]([F:17])([F:18])[F:16])=[CH:10][C:9]=1[NH2:19])([CH3:4])([CH3:2])[CH3:3]. The catalyst class is: 45.